From a dataset of Merck oncology drug combination screen with 23,052 pairs across 39 cell lines. Regression. Given two drug SMILES strings and cell line genomic features, predict the synergy score measuring deviation from expected non-interaction effect. (1) Cell line: OV90. Drug 2: C#Cc1cccc(Nc2ncnc3cc(OCCOC)c(OCCOC)cc23)c1. Drug 1: Nc1ccn(C2OC(CO)C(O)C2(F)F)c(=O)n1. Synergy scores: synergy=6.21. (2) Drug 1: Nc1ccn(C2OC(CO)C(O)C2(F)F)c(=O)n1. Drug 2: Cn1nnc2c(C(N)=O)ncn2c1=O. Cell line: LNCAP. Synergy scores: synergy=7.30. (3) Drug 1: N#Cc1ccc(Cn2cncc2CN2CCN(c3cccc(Cl)c3)C(=O)C2)cc1. Drug 2: Cn1nnc2c(C(N)=O)ncn2c1=O. Cell line: RPMI7951. Synergy scores: synergy=8.38. (4) Drug 1: C#Cc1cccc(Nc2ncnc3cc(OCCOC)c(OCCOC)cc23)c1. Drug 2: CC1(c2nc3c(C(N)=O)cccc3[nH]2)CCCN1. Cell line: A2780. Synergy scores: synergy=7.67. (5) Synergy scores: synergy=-29.1. Drug 2: CS(=O)(=O)CCNCc1ccc(-c2ccc3ncnc(Nc4ccc(OCc5cccc(F)c5)c(Cl)c4)c3c2)o1. Cell line: A427. Drug 1: CN1C(=O)C=CC2(C)C3CCC4(C)C(NC(=O)OCC(F)(F)F)CCC4C3CCC12. (6) Drug 1: CC1CC2C3CCC4=CC(=O)C=CC4(C)C3(F)C(O)CC2(C)C1(O)C(=O)CO. Drug 2: O=C(O)C1(Cc2cccc(Nc3nccs3)n2)CCC(Oc2cccc(Cl)c2F)CC1. Cell line: EFM192B. Synergy scores: synergy=-11.4.